From a dataset of Reaction yield outcomes from USPTO patents with 853,638 reactions. Predict the reaction yield, written as a fraction of the theoretical maximum amount of product (1.0 means a 100% yield; for example, 0.34 means a 34% yield). The reactants are [F:1][C:2]1[CH:3]=[C:4]([C:8]2[CH:9]=[C:10]([CH:14]=[C:15]([CH3:17])[CH:16]=2)[C:11]([OH:13])=O)[CH:5]=[CH:6][CH:7]=1.C(Cl)(C(Cl)=O)=O.[NH2:24][C:25]1[C:26]([CH3:33])=[C:27]([OH:32])[CH:28]=[CH:29][C:30]=1[CH3:31].C([O-])(O)=O.[Na+]. The catalyst is C(Cl)Cl.CN(C=O)C.C1COCC1.O. The product is [F:1][C:2]1[CH:3]=[C:4]([C:8]2[CH:9]=[C:10]([CH:14]=[C:15]([CH3:17])[CH:16]=2)[C:11]([NH:24][C:25]2[C:30]([CH3:31])=[CH:29][CH:28]=[C:27]([OH:32])[C:26]=2[CH3:33])=[O:13])[CH:5]=[CH:6][CH:7]=1. The yield is 0.570.